This data is from Forward reaction prediction with 1.9M reactions from USPTO patents (1976-2016). The task is: Predict the product of the given reaction. (1) Given the reactants Cl.[OH:2][C:3]1[CH:12]=[C:11]2[C:6]([CH2:7][C@@H:8]([C:13]([O:15][CH3:16])=[O:14])[NH:9][CH2:10]2)=[CH:5][CH:4]=1.[C:17]([Si:21](Cl)([CH3:23])[CH3:22])([CH3:20])([CH3:19])[CH3:18], predict the reaction product. The product is: [Si:21]([O:2][C:3]1[CH:12]=[C:11]2[C:6]([CH2:7][C@@H:8]([C:13]([O:15][CH3:16])=[O:14])[NH:9][CH2:10]2)=[CH:5][CH:4]=1)([C:17]([CH3:20])([CH3:19])[CH3:18])([CH3:23])[CH3:22]. (2) Given the reactants [NH2:1][CH2:2][C@H:3]([OH:16])[CH2:4][O:5][C:6]1[C:14]2[NH:13][C:12](=[O:15])[NH:11][C:10]=2[CH:9]=[CH:8][CH:7]=1.[CH2:17]([NH:24][S:25]([C:28]1[CH:33]=[CH:32][C:31]([N:34]2[CH2:39][CH2:38][C:37](=O)[CH2:36][CH2:35]2)=[CH:30][CH:29]=1)(=[O:27])=[O:26])[C:18]1[CH:23]=[CH:22][CH:21]=[CH:20][CH:19]=1, predict the reaction product. The product is: [CH2:17]([NH:24][S:25]([C:28]1[CH:33]=[CH:32][C:31]([N:34]2[CH2:39][CH2:38][CH:37]([NH:1][CH2:2][CH:3]([OH:16])[CH2:4][O:5][C:6]3[C:14]4[NH:13][C:12](=[O:15])[NH:11][C:10]=4[CH:9]=[CH:8][CH:7]=3)[CH2:36][CH2:35]2)=[CH:30][CH:29]=1)(=[O:26])=[O:27])[C:18]1[CH:19]=[CH:20][CH:21]=[CH:22][CH:23]=1.